The task is: Predict the reaction yield, written as a fraction of the theoretical maximum amount of product (1.0 means a 100% yield; for example, 0.34 means a 34% yield).. This data is from Reaction yield outcomes from USPTO patents with 853,638 reactions. (1) The reactants are II.[Br:3][C:4]1[CH:5]=[C:6]([C:10]([C:12]2[CH:17]=[CH:16][C:15]([O:18][C:19]([F:22])([F:21])[F:20])=[CH:14][CH:13]=2)=[CH2:11])[CH:7]=[CH:8][CH:9]=1.N.[NH2:24][C:25]([NH2:27])=[O:26]. The catalyst is C(OCC)(=O)C.C(#N)C.[Ag]OC#N.ClCCl. The product is [Br:3][C:4]1[CH:5]=[C:6]([C:10]2([C:12]3[CH:17]=[CH:16][C:15]([O:18][C:19]([F:20])([F:21])[F:22])=[CH:14][CH:13]=3)[CH2:11][O:26][C:25]([NH2:27])=[N:24]2)[CH:7]=[CH:8][CH:9]=1. The yield is 0.450. (2) The reactants are [C:1]([SiH2:5][O:6][C:7]([CH3:18])([CH3:17])[C:8]1[CH2:9][CH:10]([CH2:14][CH:15]=O)[CH2:11][CH2:12][CH:13]=1)([CH3:4])([CH3:3])[CH3:2].S([CH2:29][N+:30]#[C-:31])(C1C=CC(C)=CC=1)(=O)=O.[C-]#[N:33].[Na+]. The yield is 0.600. The catalyst is C(O)C.N. The product is [C:1]([SiH2:5][O:6][C:7]([CH3:18])([CH3:17])[C:8]1[CH2:9][CH:10]([CH2:14][C:15]2[N:33]=[CH:29][NH:30][CH:31]=2)[CH2:11][CH2:12][CH:13]=1)([CH3:4])([CH3:3])[CH3:2]. (3) The reactants are C=O.[O:3]=[C:4]([N:19]1[CH2:24][CH2:23][CH:22]([O:25][C:26]2[CH:31]=[CH:30][CH:29]=[C:28]([C:32]([F:35])([F:34])[F:33])[CH:27]=2)[CH2:21][CH2:20]1)[CH2:5][NH:6][C:7]([C:9]1[N:10]=[N:11][N:12]([CH:14]2[CH2:18][CH2:17][NH:16][CH2:15]2)[CH:13]=1)=[O:8].[C:36](O)(=O)C.N. The catalyst is O.[Zn]. The product is [O:3]=[C:4]([N:19]1[CH2:24][CH2:23][CH:22]([O:25][C:26]2[CH:31]=[CH:30][CH:29]=[C:28]([C:32]([F:33])([F:34])[F:35])[CH:27]=2)[CH2:21][CH2:20]1)[CH2:5][NH:6][C:7]([C:9]1[N:10]=[N:11][N:12]([CH:14]2[CH2:18][CH2:17][N:16]([CH3:36])[CH2:15]2)[CH:13]=1)=[O:8]. The yield is 0.880. (4) The reactants are [NH2:1][C@H:2]([C:7]([OH:9])=[O:8])[C:3]([SH:6])([CH3:5])[CH3:4].Br[CH2:11][C:12](=O)[C:13]([O:15]CC)=[O:14].C(=O)(O)[O-].[Na+]. The catalyst is O.C(#N)C. The product is [CH3:4][C:3]1([CH3:5])[CH:2]([C:7]([OH:9])=[O:8])[NH:1][C:12]([C:13]([OH:15])=[O:14])=[CH:11][S:6]1. The yield is 0.310.